This data is from Peptide-MHC class I binding affinity with 185,985 pairs from IEDB/IMGT. The task is: Regression. Given a peptide amino acid sequence and an MHC pseudo amino acid sequence, predict their binding affinity value. This is MHC class I binding data. The peptide sequence is VGHVYVKF. The MHC is Mamu-B52 with pseudo-sequence Mamu-B52. The binding affinity (normalized) is 0.931.